This data is from Catalyst prediction with 721,799 reactions and 888 catalyst types from USPTO. The task is: Predict which catalyst facilitates the given reaction. (1) Reactant: [NH:1]1[CH2:6][CH2:5][O:4][CH2:3][CH2:2]1.Cl[C:8]1[C:9](=[O:21])[N:10]([C:14]2[CH:19]=[CH:18][C:17]([I:20])=[CH:16][CH:15]=2)[CH2:11][CH2:12][CH:13]=1.C1(C)C=CC=CC=1.C(OC)(C)(C)C. Product: [I:20][C:17]1[CH:18]=[CH:19][C:14]([N:10]2[CH2:11][CH2:12][CH:13]=[C:8]([N:1]3[CH2:6][CH2:5][O:4][CH2:3][CH2:2]3)[C:9]2=[O:21])=[CH:15][CH:16]=1. The catalyst class is: 6. (2) Reactant: [OH:1][CH2:2][CH:3]1[CH2:8][CH2:7][N:6]([C:9]([O:11][C:12]([CH3:15])([CH3:14])[CH3:13])=[O:10])[CH2:5][CH2:4]1.ClC(Cl)(O[C:20](=[O:26])OC(Cl)(Cl)Cl)Cl.C(N(CC)C(C)C)(C)C.[Br:37][C:38]1[CH:44]=[CH:43][CH:42]=[CH:41][C:39]=1[NH2:40].C(=O)(O)[O-].[Na+]. Product: [Br:37][C:38]1[CH:44]=[CH:43][CH:42]=[CH:41][C:39]=1[NH:40][C:20]([O:1][CH2:2][CH:3]1[CH2:8][CH2:7][N:6]([C:9]([O:11][C:12]([CH3:15])([CH3:14])[CH3:13])=[O:10])[CH2:5][CH2:4]1)=[O:26]. The catalyst class is: 30. (3) Reactant: O[CH:2]1[CH2:19][N:18]([C:20]([O:22][C:23]([CH3:26])([CH3:25])[CH3:24])=[O:21])[CH2:17][CH2:16][C:3]21[C:7](=[O:8])[N:6]([C:9]1[CH2:10][O:11][C:12](=[O:15])[C:13]=1[CH3:14])[CH2:5][CH2:4]2.CCN(S(F)(F)[F:33])CC. Product: [F:33][CH:2]1[CH2:19][N:18]([C:20]([O:22][C:23]([CH3:26])([CH3:25])[CH3:24])=[O:21])[CH2:17][CH2:16][C:3]21[C:7](=[O:8])[N:6]([C:9]1[CH2:10][O:11][C:12](=[O:15])[C:13]=1[CH3:14])[CH2:5][CH2:4]2. The catalyst class is: 2. (4) Reactant: [F:1][C:2]1[CH:3]=[CH:4][C:5]([C:8](OCC)=[O:9])=[N:6][CH:7]=1.[Li+].[BH4-]. Product: [F:1][C:2]1[CH:3]=[CH:4][C:5]([CH2:8][OH:9])=[N:6][CH:7]=1. The catalyst class is: 7. (5) Reactant: C(N(C(C)C)CC)(C)C.[NH2:10][C:11]1[CH:12]=[C:13](/[CH:19]=[CH:20]/[CH2:21][OH:22])[CH:14]=[CH:15][C:16]=1[O:17][CH3:18].[N:23]1[N:27]2[CH:28]=[CH:29][CH:30]=[N:31][C:26]2=[C:25]([C:32](O)=[O:33])[CH:24]=1.C1C=CC2N(O)N=NC=2C=1.CN(C(ON1N=NC2C=CC=CC1=2)=[N+](C)C)C.F[P-](F)(F)(F)(F)F. Product: [OH:22][CH2:21]/[CH:20]=[CH:19]/[C:13]1[CH:14]=[CH:15][C:16]([O:17][CH3:18])=[C:11]([NH:10][C:32]([C:25]2[CH:24]=[N:23][N:27]3[CH:28]=[CH:29][CH:30]=[N:31][C:26]=23)=[O:33])[CH:12]=1. The catalyst class is: 10. (6) Reactant: Br[C:2]1[CH:7]=[CH:6][C:5]([C:8]2[N:9]=[CH:10][S:11][CH:12]=2)=[C:4]([CH2:13][CH3:14])[CH:3]=1.C([Sn](CCCC)(CCCC)[C:20]([O:22]CC)=[CH2:21])CCC.[Cl-].[Li+]. Product: [CH2:13]([C:4]1[CH:3]=[C:2]([C:20](=[O:22])[CH3:21])[CH:7]=[CH:6][C:5]=1[C:8]1[N:9]=[CH:10][S:11][CH:12]=1)[CH3:14]. The catalyst class is: 660. (7) Reactant: [CH3:1][C:2]1([CH3:11])[CH2:7][NH:6][CH2:5][C:4]2[CH:8]=[N:9][NH:10][C:3]1=2.[CH3:12][O:13][C:14](=[O:32])[C:15]([N:17]([C:25]([O:27][C:28]([CH3:31])([CH3:30])[CH3:29])=[O:26])[C:18]([O:20][C:21]([CH3:24])([CH3:23])[CH3:22])=[O:19])=[CH2:16]. Product: [CH3:12][O:13][C:14](=[O:32])[CH:15]([N:17]([C:25]([O:27][C:28]([CH3:31])([CH3:30])[CH3:29])=[O:26])[C:18]([O:20][C:21]([CH3:24])([CH3:22])[CH3:23])=[O:19])[CH2:16][N:6]1[CH2:7][C:2]([CH3:11])([CH3:1])[C:3]2[NH:10][N:9]=[CH:8][C:4]=2[CH2:5]1. The catalyst class is: 5.